Task: Predict the product of the given reaction.. Dataset: Forward reaction prediction with 1.9M reactions from USPTO patents (1976-2016) The product is: [C:42]([C:37]1[CH:38]=[C:39]2[C:34](=[C:35]([F:46])[CH:36]=1)[C:33](=[O:47])[N:32]([C:7]1[C:6]([CH2:5][OH:4])=[C:11]([C:12]3[CH:17]=[C:16]([NH:18][C:19]4[N:20]=[CH:21][C:22]([C:25]([CH3:27])([CH3:26])[C:28]#[N:29])=[CH:23][CH:24]=4)[C:15](=[O:30])[N:14]([CH3:31])[CH:13]=3)[CH:10]=[CH:9][N:8]=1)[N:41]=[CH:40]2)([CH3:45])([CH3:43])[CH3:44]. Given the reactants C([O:4][CH2:5][C:6]1[C:7]([N:32]2[N:41]=[CH:40][C:39]3[C:34](=[C:35]([F:46])[CH:36]=[C:37]([C:42]([CH3:45])([CH3:44])[CH3:43])[CH:38]=3)[C:33]2=[O:47])=[N:8][CH:9]=[CH:10][C:11]=1[C:12]1[CH:17]=[C:16]([NH:18][C:19]2[CH:24]=[CH:23][C:22]([C:25]([C:28]#[N:29])([CH3:27])[CH3:26])=[CH:21][N:20]=2)[C:15](=[O:30])[N:14]([CH3:31])[CH:13]=1)(=O)C.[OH-].[Li+], predict the reaction product.